Dataset: Forward reaction prediction with 1.9M reactions from USPTO patents (1976-2016). Task: Predict the product of the given reaction. (1) Given the reactants [Cl:1][C:2]1[S:6][C:5]([C:7]([OH:9])=[O:8])=[CH:4][C:3]=1[C:10]1[N:14]([CH3:15])[N:13]=[CH:12][CH:11]=1.C1C(=O)N([Br:23])C(=O)C1, predict the reaction product. The product is: [Br:23][C:11]1[CH:12]=[N:13][N:14]([CH3:15])[C:10]=1[C:3]1[CH:4]=[C:5]([C:7]([OH:9])=[O:8])[S:6][C:2]=1[Cl:1]. (2) The product is: [Br:21][C:20]([Br:24])=[CH:34][CH:33]1[CH2:36][CH2:37][CH2:38][N:32]1[C:30]([O:29][C:25]([CH3:26])([CH3:28])[CH3:27])=[O:31]. Given the reactants C1(P(C2C=CC=CC=2)C2C=CC=CC=2)C=CC=CC=1.[C:20]([Br:24])(Br)(Br)[Br:21].[C:25]([O:29][C:30]([N:32]1[CH2:38][CH2:37][CH2:36][C@@H:33]1[CH:34]=O)=[O:31])([CH3:28])([CH3:27])[CH3:26], predict the reaction product. (3) Given the reactants [O:1]1[CH:5]=[CH:4][CH:3]=[C:2]1[Mg]Br.O1C=CC=C1.CN(OC)[C:15]([CH:17]1[CH2:21][C:20](=[O:22])[N:19]([C@@H:23]([C:25]2[CH:30]=[CH:29][CH:28]=[CH:27][CH:26]=2)[CH3:24])[CH2:18]1)=[O:16].Cl, predict the reaction product. The product is: [O:1]1[CH:5]=[CH:4][CH:3]=[C:2]1[C:15]([C@H:17]1[CH2:18][N:19]([C@@H:23]([C:25]2[CH:30]=[CH:29][CH:28]=[CH:27][CH:26]=2)[CH3:24])[C:20](=[O:22])[CH2:21]1)=[O:16]. (4) Given the reactants C([O:5][C:6]([NH:8][CH2:9][C:10]([CH3:32])([CH3:31])[CH2:11][N:12]1[C:20]2[C:15](=[CH:16][CH:17]=[C:18]([C:21]([O:23][CH2:24][CH3:25])=[O:22])[CH:19]=2)[CH:14]=[C:13]1C(OCC)=O)=O)(C)(C)C.N1C2C(=CC=C(C(OCC)=O)C=2)C=C1C(OCC)=O.C(O)(C(F)(F)F)=O.C(N(CC)CC)C.C([O-])([O-])=O.[K+].[K+], predict the reaction product. The product is: [CH3:31][C:10]1([CH3:32])[CH2:11][N:12]2[C:20]3[CH:19]=[C:18]([C:21]([O:23][CH2:24][CH3:25])=[O:22])[CH:17]=[CH:16][C:15]=3[CH:14]=[C:13]2[C:6](=[O:5])[NH:8][CH2:9]1. (5) The product is: [Cl:1][C:2]1[CH:10]=[CH:9][C:8]2[N:7]([C:11]3[CH:16]=[CH:15][C:14]([OH:17])=[C:13]([F:25])[CH:12]=3)[N:6]=[CH:5][C:4]=2[C:3]=1[OH:26]. Given the reactants [Cl:1][C:2]1[CH:10]=[CH:9][C:8]2[N:7]([C:11]3[CH:16]=[CH:15][C:14]([O:17]CC4C=CC=CC=4)=[C:13]([F:25])[CH:12]=3)[N:6]=[CH:5][C:4]=2[C:3]=1[OH:26].B(Br)(Br)Br.CO.C([O-])(O)=O.[Na+], predict the reaction product. (6) Given the reactants Cl[C:2]1[N:3]=[CH:4][C:5]2[N:11]([CH3:12])[C:10](=[O:13])[CH:9]([CH3:14])[CH2:8][N:7]([CH:15]3[CH2:19][CH2:18][CH2:17][CH2:16]3)[C:6]=2[N:20]=1.[NH2:21][C:22]1[CH:30]=[CH:29][C:25]([C:26]([OH:28])=[O:27])=[CH:24][C:23]=1[CH3:31].C(O)C, predict the reaction product. The product is: [CH:15]1([N:7]2[CH2:8][CH:9]([CH3:14])[C:10](=[O:13])[N:11]([CH3:12])[C:5]3[CH:4]=[N:3][C:2]([NH:21][C:22]4[CH:30]=[CH:29][C:25]([C:26]([OH:28])=[O:27])=[CH:24][C:23]=4[CH3:31])=[N:20][C:6]2=3)[CH2:19][CH2:18][CH2:17][CH2:16]1.